From a dataset of Full USPTO retrosynthesis dataset with 1.9M reactions from patents (1976-2016). Predict the reactants needed to synthesize the given product. (1) Given the product [Cl:23][C:20]1[CH:21]=[CH:22][C:17]([CH2:16][C:12]2[N:11]3[CH2:31][CH2:32][N:33]([CH:36]([CH3:38])[CH3:37])[C:34]([OH:35])=[C:10]3[C:9]([OH:8])=[C:14]([OH:15])[N:13]=2)=[C:18]([C:24]2[CH:25]=[CH:26][C:27]([F:30])=[CH:28][CH:29]=2)[CH:19]=1, predict the reactants needed to synthesize it. The reactants are: C([O:8][C:9]1[C:14](=[O:15])[N:13]=[C:12]([CH2:16][C:17]2[CH:22]=[CH:21][C:20]([Cl:23])=[CH:19][C:18]=2[C:24]2[CH:29]=[CH:28][C:27]([F:30])=[CH:26][CH:25]=2)[N:11]2[CH2:31][CH2:32][N:33]([CH:36]([CH3:38])[CH3:37])[C:34](=[O:35])[C:10]=12)C1C=CC=CC=1.OS(O)(=O)=O. (2) Given the product [F:1][C:2]1[CH:3]=[C:4]([C:5](=[O:24])[CH2:16][CH2:17][CH3:18])[CH:7]=[CH:8][C:9]=1[N:10]1[CH2:15][CH2:14][O:13][CH2:12][CH2:11]1, predict the reactants needed to synthesize it. The reactants are: [F:1][C:2]1[CH:3]=[C:4]([CH:7]=[CH:8][C:9]=1[N:10]1[CH2:15][CH2:14][O:13][CH2:12][CH2:11]1)[C:5]#N.[CH2:16]([Mg]Cl)[CH2:17][CH3:18].C1C[O:24]CC1. (3) Given the product [Cl:19][C:16]1[CH:17]=[CH:18][C:13]([C@@H:10]2[N:9]([C:23]3[CH:24]=[C:25]([F:42])[C:26]([N:30]4[CH2:35][CH2:34][CH:33]([C:36]5[CH:37]=[CH:38][CH:39]=[CH:40][CH:41]=5)[CH2:32][CH2:31]4)=[C:27]([F:29])[CH:28]=3)[C@@H:8]([C:5]3[CH:6]=[CH:7][C:2]([NH:47][C:46]([C@@H:49]4[CH2:53][CH2:52][CH2:51][N:50]4[C:54](=[O:64])[C@@H:55]([NH:59][C:60](=[O:63])[O:61][CH3:62])[CH:56]([CH3:58])[CH3:57])=[O:48])=[C:3]([N+:43]([O-:45])=[O:44])[CH:4]=3)[CH2:12][CH2:11]2)=[CH:14][C:15]=1[N+:20]([O-:22])=[O:21], predict the reactants needed to synthesize it. The reactants are: Cl[C:2]1[CH:7]=[CH:6][C:5]([C@H:8]2[CH2:12][CH2:11][C@H:10]([C:13]3[CH:18]=[CH:17][C:16]([Cl:19])=[C:15]([N+:20]([O-:22])=[O:21])[CH:14]=3)[N:9]2[C:23]2[CH:28]=[C:27]([F:29])[C:26]([N:30]3[CH2:35][CH2:34][CH:33]([C:36]4[CH:41]=[CH:40][CH:39]=[CH:38][CH:37]=4)[CH2:32][CH2:31]3)=[C:25]([F:42])[CH:24]=2)=[CH:4][C:3]=1[N+:43]([O-:45])=[O:44].[C:46]([C@@H:49]1[CH2:53][CH2:52][CH2:51][N:50]1[C:54](=[O:64])[C@@H:55]([NH:59][C:60](=[O:63])[O:61][CH3:62])[CH:56]([CH3:58])[CH3:57])(=[O:48])[NH2:47].C(=O)([O-])[O-].[Cs+].[Cs+].CC1(C)C2C(=C(P(C3C=CC=CC=3)C3C=CC=CC=3)C=CC=2)OC2C(P(C3C=CC=CC=3)C3C=CC=CC=3)=CC=CC1=2. (4) Given the product [CH3:1][O:2][C:3]1[CH:10]=[CH:9][C:8]([C:11]2[C:19]3[C:14](=[N:15][CH:16]=[CH:17][CH:18]=3)[NH:13][CH:12]=2)=[CH:7][C:4]=1[C:5]#[N:6], predict the reactants needed to synthesize it. The reactants are: [CH3:1][O:2][C:3]1[CH:10]=[CH:9][C:8]([C:11]2[C:19]3[C:14](=[N:15][CH:16]=[CH:17][CH:18]=3)[N:13](S(C3C=CC(C)=CC=3)(=O)=O)[CH:12]=2)=[CH:7][C:4]=1[C:5]#[N:6].[OH-].[Na+].O. (5) Given the product [C:12]([O:11][C:9]([CH2:8][C:7]([O-:16])=[O:6])=[O:10])([CH3:15])([CH3:13])[CH3:14].[Li+:2], predict the reactants needed to synthesize it. The reactants are: O[Li:2].O.C([O:6][C:7](=[O:16])[CH2:8][C:9]([O:11][C:12]([CH3:15])([CH3:14])[CH3:13])=[O:10])C.C1COCC1.O. (6) Given the product [F:1][C:2]1[CH:11]=[CH:10][C:9]([O:12][S:13]([C:16]([F:19])([F:18])[F:17])(=[O:15])=[O:14])=[C:8]2[C:3]=1[CH:4]=[CH:5][CH:6]=[N:7]2, predict the reactants needed to synthesize it. The reactants are: [F:1][C:2]1[CH:11]=[CH:10][C:9]([OH:12])=[C:8]2[C:3]=1[CH:4]=[CH:5][CH:6]=[N:7]2.[S:13](O[S:13]([C:16]([F:19])([F:18])[F:17])(=[O:15])=[O:14])([C:16]([F:19])([F:18])[F:17])(=[O:15])=[O:14].